The task is: Predict the reaction yield, written as a fraction of the theoretical maximum amount of product (1.0 means a 100% yield; for example, 0.34 means a 34% yield).. This data is from Reaction yield outcomes from USPTO patents with 853,638 reactions. (1) The reactants are [Cl:1][C:2]1[CH:9]=[CH:8][C:5]([C:6]#[N:7])=[C:4]([O:10][C:11]2[CH:16]=[CH:15][CH:14]=[C:13]([CH:17]=O)[CH:12]=2)[CH:3]=1.[CH3:19][NH:20][CH3:21].C([BH3-])#N.[Na+].[C:26]([OH:33])(=[O:32])/[CH:27]=[CH:28]/[C:29]([OH:31])=[O:30]. The catalyst is C(O)(=O)C.CO. The product is [C:26]([OH:33])(=[O:32])/[CH:27]=[CH:28]/[C:29]([OH:31])=[O:30].[Cl:1][C:2]1[CH:9]=[CH:8][C:5]([C:6]#[N:7])=[C:4]([O:10][C:11]2[CH:16]=[CH:15][CH:14]=[C:13]([CH2:17][N:20]([CH3:21])[CH3:19])[CH:12]=2)[CH:3]=1. The yield is 0.580. (2) The reactants are C([O:3][CH:4](OCC)[C:5]1[S:6][CH:7]=[C:8]([C:10]([O:12][CH3:13])=[O:11])[N:9]=1)C.Cl. The catalyst is CC(C)=O.C(Cl)Cl. The product is [CH:4]([C:5]1[S:6][CH:7]=[C:8]([C:10]([O:12][CH3:13])=[O:11])[N:9]=1)=[O:3]. The yield is 0.540. (3) The reactants are O[CH:2]1[C:11]2[C:6](=[CH:7][CH:8]=[C:9]([C:12]([O:14][CH3:15])=[O:13])[CH:10]=2)[NH:5][CH:4]([C:16]2[CH:21]=[CH:20][C:19]([N+:22]([O-:24])=[O:23])=[CH:18][CH:17]=2)[C:3]1([CH3:26])[CH3:25].C([SiH](CC)CC)C.FC(F)(F)C(O)=O. The catalyst is ClCCl. The product is [CH3:25][C:3]1([CH3:26])[CH2:2][C:11]2[C:6](=[CH:7][CH:8]=[C:9]([C:12]([O:14][CH3:15])=[O:13])[CH:10]=2)[NH:5][CH:4]1[C:16]1[CH:17]=[CH:18][C:19]([N+:22]([O-:24])=[O:23])=[CH:20][CH:21]=1. The yield is 0.780. (4) The reactants are C(=O)([O-])[O-].[Cs+].[Cs+].[CH3:7][C:8]1([CH3:22])[C:12]([CH3:14])([CH3:13])[O:11][B:10]([C:15]2[CH:20]=[CH:19][C:18]([OH:21])=[CH:17][CH:16]=2)[O:9]1.Br.Br[CH2:25][C:26]1[CH:31]=[CH:30][CH:29]=[CH:28][N:27]=1. The catalyst is CN(C=O)C. The product is [CH3:14][C:12]1([CH3:13])[C:8]([CH3:22])([CH3:7])[O:9][B:10]([C:15]2[CH:20]=[CH:19][C:18]([O:21][CH2:25][C:26]3[CH:31]=[CH:30][CH:29]=[CH:28][N:27]=3)=[CH:17][CH:16]=2)[O:11]1. The yield is 0.810. (5) The reactants are [C:1]([C:5]1[CH:9]=[C:8]([C:10]([OH:12])=O)[N:7]([CH3:13])[N:6]=1)([CH3:4])([CH3:3])[CH3:2].CN(C)C=O.C(Cl)(=O)C(Cl)=O.[NH2:25][C:26]1[CH:27]=[C:28]([CH:45]=[CH:46][C:47]=1[CH3:48])[O:29][C:30]1[CH:31]=[CH:32][C:33]2[N:34]([CH:36]=[C:37]([NH:39][C:40]([CH:42]3[CH2:44][CH2:43]3)=[O:41])[N:38]=2)[N:35]=1. The catalyst is CN(C)C(=O)C.O1CCCC1. The product is [C:1]([C:5]1[CH:9]=[C:8]([C:10]([NH:25][C:26]2[CH:27]=[C:28]([O:29][C:30]3[CH:31]=[CH:32][C:33]4[N:34]([CH:36]=[C:37]([NH:39][C:40]([CH:42]5[CH2:43][CH2:44]5)=[O:41])[N:38]=4)[N:35]=3)[CH:45]=[CH:46][C:47]=2[CH3:48])=[O:12])[N:7]([CH3:13])[N:6]=1)([CH3:2])([CH3:3])[CH3:4]. The yield is 0.410. (6) The reactants are [F:1][C:2]1[CH:3]=[C:4]([C:8]2[CH:9]=[C:10]([CH:23]=[C:24]([O:26][CH3:27])[CH:25]=2)[C:11]([NH:13][C:14]2[C:19]([CH3:20])=[CH:18][CH:17]=[C:16]([OH:21])[C:15]=2[CH3:22])=O)[CH:5]=[CH:6][CH:7]=1. The catalyst is C1COCC1. The product is [F:1][C:2]1[CH:3]=[C:4]([C:8]2[CH:9]=[C:10]([CH2:11][NH:13][C:14]3[C:15]([CH3:22])=[C:16]([OH:21])[CH:17]=[CH:18][C:19]=3[CH3:20])[CH:23]=[C:24]([O:26][CH3:27])[CH:25]=2)[CH:5]=[CH:6][CH:7]=1. The yield is 0.600.